Dataset: Full USPTO retrosynthesis dataset with 1.9M reactions from patents (1976-2016). Task: Predict the reactants needed to synthesize the given product. (1) Given the product [CH2:1]([C@H:8]1[N:13]([C:14]([C:16]2[CH:20]=[C:19]([CH3:21])[N:18]([C:22]3[CH:27]=[CH:26][CH:25]=[C:24]([O:28][CH2:55][CH2:56][N:57]4[CH2:61][CH2:60][NH:59][C:58]4=[O:62])[CH:23]=3)[C:17]=2[C:29]2[CH:34]=[CH:33][CH:32]=[CH:31][CH:30]=2)=[O:15])[CH2:12][CH2:11][N:10]([C:35]([O:37][C:38]([CH3:41])([CH3:40])[CH3:39])=[O:36])[CH2:9]1)[C:2]1[CH:7]=[CH:6][CH:5]=[CH:4][CH:3]=1, predict the reactants needed to synthesize it. The reactants are: [CH2:1]([C@H:8]1[N:13]([C:14]([C:16]2[CH:20]=[C:19]([CH3:21])[N:18]([C:22]3[CH:27]=[CH:26][CH:25]=[C:24]([OH:28])[CH:23]=3)[C:17]=2[C:29]2[CH:34]=[CH:33][CH:32]=[CH:31][CH:30]=2)=[O:15])[CH2:12][CH2:11][N:10]([C:35]([O:37][C:38]([CH3:41])([CH3:40])[CH3:39])=[O:36])[CH2:9]1)[C:2]1[CH:7]=[CH:6][CH:5]=[CH:4][CH:3]=1.CCOC(/N=N/C(OCC)=O)=O.O[CH2:55][CH2:56][N:57]1[CH2:61][CH2:60][NH:59][C:58]1=[O:62].C1(P(C2C=CC=CC=2)C2C=CC=CC=2)C=CC=CC=1. (2) Given the product [CH2:1]([O:8][C:13](=[O:14])[CH2:12][CH2:11][OH:15])[C:2]1[CH:7]=[CH:6][CH:5]=[CH:4][CH:3]=1, predict the reactants needed to synthesize it. The reactants are: [CH2:1]([OH:8])[C:2]1[CH:7]=[CH:6][CH:5]=[CH:4][CH:3]=1.[H-].[Na+].[C:11]1(=[O:15])[O:14][CH2:13][CH2:12]1. (3) Given the product [C:8]1([C:14]2[O:15][C:16]3[CH:25]=[CH:24][CH:23]=[CH:22][C:17]=3[O:18][C:19]=2[CH2:20][NH:21][C:1](=[O:3])[CH3:2])[CH:9]=[CH:10][CH:11]=[CH:12][CH:13]=1, predict the reactants needed to synthesize it. The reactants are: [C:1](OC(=O)C)(=[O:3])[CH3:2].[C:8]1([C:14]2[O:15][C:16]3[CH:25]=[CH:24][CH:23]=[CH:22][C:17]=3[O:18][C:19]=2[CH2:20][NH2:21])[CH:13]=[CH:12][CH:11]=[CH:10][CH:9]=1.Cl.CCOC(C)=O.